This data is from Catalyst prediction with 721,799 reactions and 888 catalyst types from USPTO. The task is: Predict which catalyst facilitates the given reaction. (1) Product: [C:1]([O:5][C:6]([N:8]1[CH2:14][C:13]([CH3:16])([CH3:15])[CH2:12][N:11]([C:17]2[CH:18]=[C:19]3[C:24](=[CH:25][CH:26]=2)[N:23]=[C:22]([C:27]2[CH:32]=[CH:31][C:30]([F:33])=[C:29]([O:34][CH3:35])[CH:28]=2)[N:21]([CH2:36][C:37](=[O:38])[NH:45][CH:42]([CH3:44])[CH3:43])[C:20]3=[O:40])[CH2:10][CH:9]1[CH3:41])=[O:7])([CH3:3])([CH3:4])[CH3:2]. The catalyst class is: 2. Reactant: [C:1]([O:5][C:6]([N:8]1[CH2:14][C:13]([CH3:16])([CH3:15])[CH2:12][N:11]([C:17]2[CH:18]=[C:19]3[C:24](=[CH:25][CH:26]=2)[N:23]=[C:22]([C:27]2[CH:32]=[CH:31][C:30]([F:33])=[C:29]([O:34][CH3:35])[CH:28]=2)[N:21]([CH2:36][C:37](O)=[O:38])[C:20]3=[O:40])[CH2:10][CH:9]1[CH3:41])=[O:7])([CH3:4])([CH3:3])[CH3:2].[CH:42]([NH2:45])([CH3:44])[CH3:43].CCCP1(OP(CCC)(=O)OP(CCC)(=O)O1)=O.CCN(C(C)C)C(C)C.C([O-])(O)=O.[Na+]. (2) Reactant: [Cl:1][C:2]([O:5]C(=O)OC(Cl)(Cl)Cl)(Cl)Cl.[CH2:13]([O:15][CH2:16][CH2:17][OH:18])[CH3:14].N1C=CC=CC=1. Product: [C:2]([Cl:1])(=[O:5])[O:18][CH2:17][CH2:16][O:15][CH2:13][CH3:14]. The catalyst class is: 7. (3) Reactant: [F:1][C:2]1[CH:3]=[CH:4][C:5]2[N:6]([CH:8]=[C:9]([C:11]3[CH:16]=[CH:15][C:14]([N+:17]([O-])=O)=[CH:13][CH:12]=3)[N:10]=2)[CH:7]=1.O.O.[Sn](Cl)Cl.CCOC(C)=O.C(Cl)Cl. Product: [F:1][C:2]1[CH:3]=[CH:4][C:5]2[N:6]([CH:8]=[C:9]([C:11]3[CH:16]=[CH:15][C:14]([NH2:17])=[CH:13][CH:12]=3)[N:10]=2)[CH:7]=1. The catalyst class is: 14. (4) Reactant: [OH:1][C:2]1[CH:11]=[CH:10][C:5]([C:6]([O:8][CH3:9])=[O:7])=[CH:4][C:3]=1[CH:12]=C.[C:14]1(P([C:14]2[CH:19]=CC=[CH:16][CH:15]=2)[C:14]2[CH:19]=CC=[CH:16][CH:15]=2)[CH:19]=CC=[CH:16][CH:15]=1.CC([OH:37])C=C. Product: [CH:12]([C:3]1[CH:4]=[C:5]([CH:10]=[CH:11][C:2]=1[O:1][CH:14]([CH3:19])[CH:15]=[CH2:16])[C:6]([O:8][CH3:9])=[O:7])=[O:37]. The catalyst class is: 1. (5) Reactant: C(OC1C=C(OCC2C=CC=CC=2)C(Cl)=CC=1C1C(C2C=CC(CN)=CC=2)=CN(COCC[Si](C)(C)C)N=1)C1C=CC=CC=1.C(N(CC)CC)C.O=C1CCC(=O)N1[O:59][C:60](=[O:86])[C:61]1[CH:69]=[CH:68][C:67]([C:70]2[C:71]3[C:76]([O:77][C:78]4[C:83]=2[CH:82]=[CH:81][C:80](=[O:84])[CH:79]=4)=[CH:75][C:74]([OH:85])=[CH:73][CH:72]=3)=[C:63]([C:64]([OH:66])=[O:65])[CH:62]=1. Product: [OH:85][C:74]1[CH:75]=[C:76]2[C:71](=[CH:72][CH:73]=1)[C:70]([C:67]1[C:63]([C:64]([OH:66])=[O:65])=[CH:62][C:61]([C:60]([OH:86])=[O:59])=[CH:69][CH:68]=1)=[C:83]1[C:78](=[CH:79][C:80](=[O:84])[CH:81]=[CH:82]1)[O:77]2. The catalyst class is: 2. (6) Reactant: Br[C:2]1[CH:7]=[CH:6][C:5]([N:8]2[C:12]([C:13]3[N:18]=[C:17]4[N:19]([CH:24]5[CH2:29][CH2:28][O:27][CH2:26][CH2:25]5)[N:20]=[C:21]([CH2:22][CH3:23])[C:16]4=[CH:15][CH:14]=3)=[CH:11][CH:10]=[N:9]2)=[CH:4][CH:3]=1.Cl.[CH3:31][O:32][CH:33]1[CH2:37][CH2:36][NH:35][CH2:34]1.F[B-](F)(F)F.C([PH+](C(C)(C)C)C(C)(C)C)(C)(C)C.CC(C)([O-])C.[Na+]. Product: [CH2:22]([C:21]1[C:16]2[C:17](=[N:18][C:13]([C:12]3[N:8]([C:5]4[CH:6]=[CH:7][C:2]([N:35]5[CH2:36][CH2:37][CH:33]([O:32][CH3:31])[CH2:34]5)=[CH:3][CH:4]=4)[N:9]=[CH:10][CH:11]=3)=[CH:14][CH:15]=2)[N:19]([CH:24]2[CH2:29][CH2:28][O:27][CH2:26][CH2:25]2)[N:20]=1)[CH3:23]. The catalyst class is: 187. (7) Reactant: [Cl:1][C:2]1[C:7]([Cl:8])=[CH:6][CH:5]=[CH:4][C:3]=1[NH:9][C:10](=[O:15])[C:11]([CH3:14])([CH3:13])[CH3:12].CN(CCN(C)C)C.[Li]CCCC.CON(C)[C:32](=[O:39])[C:33]1[CH:38]=[CH:37][CH:36]=[CH:35][CH:34]=1.[NH4+].[Cl-]. Product: [C:32]([C:4]1[C:3]([NH:9][C:10](=[O:15])[C:11]([CH3:12])([CH3:14])[CH3:13])=[C:2]([Cl:1])[C:7]([Cl:8])=[CH:6][CH:5]=1)(=[O:39])[C:33]1[CH:38]=[CH:37][CH:36]=[CH:35][CH:34]=1. The catalyst class is: 282. (8) Reactant: [OH:1][C@H:2]1[CH2:7][CH2:6][C@H:5]([C:8]([O:10][CH3:11])=[O:9])[CH2:4][CH2:3]1.[Cl:12][C:13]1[N:14]=[N:15][C:16](Cl)=[CH:17][CH:18]=1.CN(C)C=O.[H-].[Na+]. Product: [Cl:12][C:13]1[N:14]=[N:15][C:16]([O:1][C@H:2]2[CH2:3][CH2:4][C@H:5]([C:8]([O:10][CH3:11])=[O:9])[CH2:6][CH2:7]2)=[CH:17][CH:18]=1. The catalyst class is: 6.